Dataset: Full USPTO retrosynthesis dataset with 1.9M reactions from patents (1976-2016). Task: Predict the reactants needed to synthesize the given product. (1) Given the product [CH2:1]([O:8][C:9]([CH2:11][N:12]1[CH2:25][CH2:24][CH2:23][NH:22][CH2:21][CH2:20][N:19]([CH2:26][C:27]([O:29][CH2:30][C:31]2[CH:36]=[CH:35][CH:34]=[CH:33][CH:32]=2)=[O:28])[CH2:18][CH2:17][CH2:16][N:15]([CH2:51][C:50]2[CH:53]=[CH:54][C:47]([N+:44]([O-:46])=[O:45])=[CH:48][CH:49]=2)[CH2:14][CH2:13]1)=[O:10])[C:2]1[CH:7]=[CH:6][CH:5]=[CH:4][CH:3]=1, predict the reactants needed to synthesize it. The reactants are: [CH2:1]([O:8][C:9]([CH2:11][N:12]1[CH2:25][CH2:24][CH2:23][NH:22][CH2:21][CH2:20][N:19]([CH2:26][C:27]([O:29][CH2:30][C:31]2[CH:36]=[CH:35][CH:34]=[CH:33][CH:32]=2)=[O:28])[CH2:18][CH2:17][CH2:16][NH:15][CH2:14][CH2:13]1)=[O:10])[C:2]1[CH:7]=[CH:6][CH:5]=[CH:4][CH:3]=1.C(N(CC)CC)C.[N+:44]([C:47]1[CH:54]=[CH:53][C:50]([CH2:51]Br)=[CH:49][CH:48]=1)([O-:46])=[O:45]. (2) Given the product [Cl:35][C:36]1[CH:37]=[C:38]([CH:41]=[CH:42][C:43]=1[Cl:44])[CH2:39][NH:11][CH2:10][CH2:9][NH:8][C:6](=[O:7])[O:5][C:2]([CH3:1])([CH3:3])[CH3:4], predict the reactants needed to synthesize it. The reactants are: [CH3:1][C:2]([O:5][C:6]([NH:8][CH2:9][CH2:10][NH2:11])=[O:7])([CH3:4])[CH3:3].C(O)(=O)C.C(O[BH-](OC(=O)C)OC(=O)C)(=O)C.[Na+].C(=O)([O-])O.[Na+].[Cl:35][C:36]1[CH:37]=[C:38]([CH:41]=[CH:42][C:43]=1[Cl:44])[CH:39]=O. (3) Given the product [CH2:1]([O:8][C:9]1[CH:14]=[CH:13][C:12]([N:15]([CH2:30][CH:31]=[C:32]([CH3:33])[CH3:34])[CH2:16][C:17]([NH:20][C:21](=[O:29])[C@@H:22]([N:27]([CH3:43])[CH2:28][CH2:36][CH:37]([CH3:39])[CH3:38])[CH2:23][CH:24]([CH3:26])[CH3:25])([CH3:19])[CH3:18])=[CH:11][CH:10]=1)[C:2]1[CH:3]=[CH:4][CH:5]=[CH:6][CH:7]=1, predict the reactants needed to synthesize it. The reactants are: [CH2:1]([O:8][C:9]1[CH:14]=[CH:13][C:12]([N:15]([CH2:30][CH:31]=[C:32]([CH3:34])[CH3:33])[CH2:16][C:17]([NH:20][C:21](=[O:29])[C@@H:22]([NH:27][CH3:28])[CH2:23][CH:24]([CH3:26])[CH3:25])([CH3:19])[CH3:18])=[CH:11][CH:10]=1)[C:2]1[CH:7]=[CH:6][CH:5]=[CH:4][CH:3]=1.C(=O)[CH2:36][CH:37]([CH3:39])[CH3:38].[BH-](OC(C)=O)(OC(C)=O)O[C:43](C)=O.[Na+]. (4) Given the product [NH2:12][C:11]1[S:10][C:5]2[CH:6]=[CH:7][C:8]([Cl:9])=[C:2]([Cl:1])[C:3]=2[N:4]=1, predict the reactants needed to synthesize it. The reactants are: [Cl:1][C:2]1[C:8]([Cl:9])=[CH:7][CH:6]=[CH:5][C:3]=1[NH2:4].[S-:10][C:11]#[N:12].[K+].BrBr. (5) Given the product [C:11]1([CH3:10])[CH:16]=[CH:15][C:14]([C:2]2[C:3]([CH:8]=[O:9])=[N:4][CH:5]=[CH:6][CH:7]=2)=[CH:13][CH:12]=1, predict the reactants needed to synthesize it. The reactants are: Br[C:2]1[C:3]([CH:8]=[O:9])=[N:4][CH:5]=[CH:6][CH:7]=1.[CH3:10][C:11]1[CH:16]=[CH:15][C:14](B(O)O)=[CH:13][CH:12]=1.C([O-])([O-])=O.[Na+].[Na+]. (6) Given the product [Br:18][C:15]1[CH:16]=[C:17]2[C:12](=[CH:13][CH:14]=1)[O:11][C@:10]([CH3:23])([C:19]([F:22])([F:21])[F:20])[CH2:9][C@@H:8]2[NH:7][CH2:6][C@@H:5]([OH:24])[C@@H:4]([NH:3][C:37](=[O:39])[CH3:38])[CH2:25][C:26]1[CH:27]=[CH:28][CH:29]=[CH:30][CH:31]=1, predict the reactants needed to synthesize it. The reactants are: Cl.Cl.[NH2:3][C@@H:4]([CH2:25][C:26]1[CH:31]=[CH:30][CH:29]=[CH:28][CH:27]=1)[C@H:5]([OH:24])[CH2:6][NH:7][C@@H:8]1[C:17]2[C:12](=[CH:13][CH:14]=[C:15]([Br:18])[CH:16]=2)[O:11][C:10]([CH3:23])([C:19]([F:22])([F:21])[F:20])[CH2:9]1.N1([C:37](=[O:39])[CH3:38])C=CN=C1.CCN(C(C)C)C(C)C. (7) Given the product [Cl:24][CH2:25][C:26]([N:13]1[C@@H:9]([CH3:8])[CH2:10][CH2:11][C@H:12]1[C:14]([NH2:16])=[O:15])=[O:27], predict the reactants needed to synthesize it. The reactants are: FC(F)(F)C(O)=O.[CH3:8][C@@H:9]1[NH:13][C@H:12]([C:14]([NH2:16])=[O:15])[CH2:11][CH2:10]1.C(N(CC)CC)C.[Cl:24][CH2:25][C:26](Cl)=[O:27].C([O-])(O)=O.[Na+]. (8) Given the product [Na+:49].[F:26][C:19]1[C:20]([O:24][CH3:25])=[CH:21][CH:22]=[CH:23][C:18]=1[C:15]1[C:16](=[O:17])[N:11]([CH2:10][C@H:9]([NH:8][CH2:7][CH2:6][CH2:5][C:4]([O-:47])=[O:3])[C:41]2[CH:42]=[CH:43][CH:44]=[CH:45][CH:46]=2)[C:12](=[O:40])[N:13]([CH2:28][C:29]2[C:34]([C:35]([F:38])([F:36])[F:37])=[CH:33][CH:32]=[CH:31][C:30]=2[F:39])[C:14]=1[CH3:27], predict the reactants needed to synthesize it. The reactants are: C([O:3][C:4](=[O:47])[CH2:5][CH2:6][CH2:7][NH:8][C@H:9]([C:41]1[CH:46]=[CH:45][CH:44]=[CH:43][CH:42]=1)[CH2:10][N:11]1[C:16](=[O:17])[C:15]([C:18]2[CH:23]=[CH:22][CH:21]=[C:20]([O:24][CH3:25])[C:19]=2[F:26])=[C:14]([CH3:27])[N:13]([CH2:28][C:29]2[C:34]([C:35]([F:38])([F:37])[F:36])=[CH:33][CH:32]=[CH:31][C:30]=2[F:39])[C:12]1=[O:40])C.[OH-].[Na+:49].O. (9) Given the product [CH3:1][O:2][C:3]1[CH:8]=[CH:7][C:6]([C:9]2[C:11]([C:13]3[CH:18]=[CH:17][C:16]([O:19][CH3:20])=[CH:15][CH:14]=3)=[N:21][NH:22][C:23](=[S:24])[N:25]=2)=[CH:5][CH:4]=1, predict the reactants needed to synthesize it. The reactants are: [CH3:1][O:2][C:3]1[CH:8]=[CH:7][C:6]([C:9]([C:11]([C:13]2[CH:18]=[CH:17][C:16]([O:19][CH3:20])=[CH:15][CH:14]=2)=O)=O)=[CH:5][CH:4]=1.[NH2:21][NH:22][C:23]([NH2:25])=[S:24]. (10) The reactants are: [CH3:1][N:2]([CH3:7])[S:3](Cl)(=[O:5])=[O:4].Cl.Cl.[NH:10]1[CH2:15][CH2:14][CH:13]([O:16][C:17]2[CH:18]=[C:19]3[C:24](=[CH:25][C:26]=2[O:27][CH3:28])[N:23]=[CH:22][N:21]=[C:20]3[NH:29][C:30]2[CH:35]=[CH:34][CH:33]=[C:32]([Cl:36])[C:31]=2[F:37])[CH2:12][CH2:11]1.C(N(C(C)C)CC)(C)C. Given the product [CH3:1][N:2]([CH3:7])[S:3]([N:10]1[CH2:15][CH2:14][CH:13]([O:16][C:17]2[CH:18]=[C:19]3[C:24](=[CH:25][C:26]=2[O:27][CH3:28])[N:23]=[CH:22][N:21]=[C:20]3[NH:29][C:30]2[CH:35]=[CH:34][CH:33]=[C:32]([Cl:36])[C:31]=2[F:37])[CH2:12][CH2:11]1)(=[O:5])=[O:4], predict the reactants needed to synthesize it.